Dataset: Full USPTO retrosynthesis dataset with 1.9M reactions from patents (1976-2016). Task: Predict the reactants needed to synthesize the given product. Given the product [F:1][C:2]1[CH:3]=[C:4]([C@@H:9]2[CH2:11][C@H:10]2[NH:12][C:13]2[C:14]3[N:25]=[N:24][N:23]([C@@H:26]4[CH2:27][C@H:28]([O:36][CH2:37][CH2:38][OH:39])[C@@H:29]([OH:33])[C@H:30]4[OH:31])[C:15]=3[N:16]=[C:17]([S:19][CH2:20][CH2:21][CH3:22])[N:18]=2)[CH:5]=[CH:6][C:7]=1[F:8], predict the reactants needed to synthesize it. The reactants are: [F:1][C:2]1[CH:3]=[C:4]([C@@H:9]2[CH2:11][C@H:10]2[NH:12][C:13]2[C:14]3[N:25]=[N:24][N:23]([C@H:26]4[C@@H:30]5[O:31]C(C)(C)[O:33][C@@H:29]5[C@@H:28]([O:36][CH2:37][CH2:38][OH:39])[CH2:27]4)[C:15]=3[N:16]=[C:17]([S:19][CH2:20][CH2:21][CH3:22])[N:18]=2)[CH:5]=[CH:6][C:7]=1[F:8].C(=O)([O-])[O-].[K+].[K+].C(OCC)(=O)C.